From a dataset of Drug-target binding data from BindingDB using IC50 measurements. Regression. Given a target protein amino acid sequence and a drug SMILES string, predict the binding affinity score between them. We predict pIC50 (pIC50 = -log10(IC50 in M); higher means more potent). Dataset: bindingdb_ic50. (1) The small molecule is COC(=O)C1=C(C)NC(=O)NC1c1ccc(O)c(Cl)c1. The target protein sequence is MLRGSAGAWAVLGPLLWGCGLSLLQGGMLYPRESRSRERKELDGLWSFRADFSDNRRQGFEQQWYRAPLRESGPTLDMPVPSSFNDVGQDGQLRSFVGWVWYEREITLPQRWTEDLGTRVVLRIGSAHYYAIVWVNGVHVLEHEGGHLPFEADISKLVQSGPLSSCRITIAINNTLSPHTLPPGTILYKTDPSMYPKGYFVQNTKFDFFNYAGLHRSVLLYTTPTTYIDDITVTTDMDQDIGLVNYQIIVQGSDHFQVDVSLLDEEGKVMAKGAGAEGQLQVPSAHLWWPYLMHEHPAYLYSLEVKLTAQTAVGPVSDFYTLPVGIRTVAVTKSQFLINGKPFYFRGVNKHEDADIRGKGFDWPLLVKDFNLLRWLGANAFRTSHYPYSEEVLQLCDRYGIVVIDESPGVGIVLVESFSNVSLQHHLEVMEEMIRRDKNHPAVVMWSLANEPASFLKPAGYYFKTLIAHTKALDPSRPVTFVTNTNYEADLGAPYVDIIC.... The pIC50 is 4.6. (2) The pIC50 is 5.7. The target protein (P38604) has sequence MTEFYSDTIGLPKTDPRLWRLRTDELGRESWEYLTPQQAANDPPSTFTQWLLQDPKFPQPHPERNKHSPDFSAFDACHNGASFFKLLQEPDSGIFPCQYKGPMFMTIGYVAVNYIAGIEIPEHERIELIRYIVNTAHPVDGGWGLHSVDKSTVFGTVLNYVILRLLGLPKDHPVCAKARSTLLRLGGAIGSPHWGKIWLSALNLYKWEGVNPAPPETWLLPYSLPMHPGRWWVHTRGVYIPVSYLSLVKFSCPMTPLLEELRNEIYTKPFDKINFSKNRNTVCGVDLYYPHSTTLNIANSLVVFYEKYLRNRFIYSLSKKKVYDLIKTELQNTDSLCIAPVNQAFCALVTLIEEGVDSEAFQRLQYRFKDALFHGPQGMTIMGTNGVQTWDCAFAIQYFFVAGLAERPEFYNTIVSAYKFLCHAQFDTECVPGSYRDKRKGAWGFSTKTQGYTVADCTAEAIKAIIMVKNSPVFSEVHHMISSERLFEGIDVLLNLQNIG.... The compound is CC(C)CCC[C@@H](C)[C@H]1CCC2=C(CCCN3CCCCC3)CCC[C@@]21C. (3) The small molecule is COc1ccc(NC(=O)Cc2cccc3ccccc23)cc1. The target protein (P49058) has sequence MPNKITKEALTFDDVSLIPRKSSVLPSEVSLKTQLTKNISLNIPFLSSAMDTVTESQMAIAIAKEGGIGIIHKNMSIEAQRKEIEKVKTYKFQKTINTNGDTNEQKPEIFTAKQHLEKSDAYKNAEHKEDFPNACKDLNNKLRVGAAVSIDIDTIERVEELVKAHVDILVIDSAHGHSTRIIELIKKIKTKYPNLDLIAGNIVTKEAALDLISVGADCLKVGIGPGSICTTRIVAGVGVPQITAICDVYEACNNTNICIIADGGIRFSGDVVKAIAAGADSVMIGNLFAGTKESPSEEIIYNGKKFKSYVGMGSISAMKRGSKSRYFQLENNEPKKLVPEGIEGMVPYSGKLKDILTQLKGGLMSGMGYLGAATISDLKINSKFVKISHSSLKESHPHDVFSIT. The pIC50 is 5.7. (4) The small molecule is O=P(O)(O)C(CCCc1cccc(Oc2ccccc2)c1)S(=O)(=O)O. The target protein (P9WFF6) has sequence MARDARKRTSSNFPQLPPAPDDYPTFPDTSTWPVVFPELPAAPYGGPCRPPQHTSKAAAPRIPADRLPNHVAIVMDGNGRWATQRGLARTEGHKMGEAVVIDIACGAIELGIKWLSLYAFSTENWKRSPEEVRFLMGFNRDVVRRRRDTLKKLGVRIRWVGSRPRLWRSVINELAVAEEMTKSNDVITINYCVNYGGRTEITEATREIAREVAAGRLNPERITESTIARHLQRPDIPDVDLFLRTSGEQRSSNFMLWQAAYAEYIFQDKLWPDYDRRDLWAACEEYASRTRRFGSA. The pIC50 is 4.0. (5) The compound is CCCC(CCC)COc1cccc(CCCN)c1. The target protein (Q28175) has sequence MSSQVEHPAGGYKKLFETVEELSSPLTAHVTGRIPLWLTGSLLRCGPGLFEVGSEPFYHLFDGQALLHKFDFKEGHVTYHRRFIRTDAYVRAMTEKRIVITEFGTCAFPDPCKNIFSRFFSYFRGVEVTDNALVNIYPVGEDYYACTETNFITKVNPETLETIKQVDLCNYVSVNGATAHPHIENDGTVYNIGNCFGKNFSIAYNIVKIPPLQADKEDPISKSEIVVQFPCSDRFKPSYVHSFGLTPNYIVFVETPVKINLFKFLSSWSLWGANYMDCFESNETMGVWLHIADKKRKKYINNKYRTSPFNLFHHINTYEDHEFLIVDLCCWKGFEFVYNYSYLANLRENWEEVKKNARKAPQPEVRRYVLPLNIDKADTGKNLVTLPNTTATAILCSDETIWLEPEVLFSGPRQAFEFPQINYQKYGGKPYTYAYGLGLNHFVPDRLCKLNVKTKETWVWQEPDSYPSEPIFVSHPDALEEDDGVVLSVVVSPGAGQKPA.... The pIC50 is 6.0. (6) The small molecule is Cc1nc(Nc2ncc(C(=O)Nc3c(C)cccc3Cl)s2)cc(N2CCN(CCO)CC2)n1. The target protein sequence is DPNQAVLKFTTEIHPSCVTRQKVIGAGEFGEVYKGMLKTSSGKKEVPVAIKTLKAGYTEKQRVDFLGEAGIMGQFSHHNIIRLEGVISKYKPMMIITEYMENGALDKFLREKDGEFSVLQLVGMLRGIAAGMKYLANMNYVHRDLAARNILVNSNLVCKVSDFGLSRVLEDDPEATYTTSGGKIPIRWTAPEAISYRKFTSASDVWSFGIVMWEVMTYGERPYWELSNHEVMKAINDGFRLPTPMDCPSAIYQLMMQCWQQERARRPKFADIVSILDKLIRAPDSLKTLADFDPRVSIRLPSTSG. The pIC50 is 9.1.